Dataset: Full USPTO retrosynthesis dataset with 1.9M reactions from patents (1976-2016). Task: Predict the reactants needed to synthesize the given product. (1) Given the product [C:6]12([C:16]3[CH:17]=[CH:18][C:19]([NH:22][C:23](=[O:29])[C:24]([OH:26])=[O:25])=[CH:20][CH:21]=3)[CH2:7][CH:8]3[CH2:9][CH:10]([CH2:11][CH:12]([CH2:14]3)[CH2:13]1)[CH2:15]2, predict the reactants needed to synthesize it. The reactants are: C1COCC1.[C:6]12([C:16]3[CH:21]=[CH:20][C:19]([NH:22][C:23](=[O:29])[C:24]([O:26]CC)=[O:25])=[CH:18][CH:17]=3)[CH2:15][CH:10]3[CH2:11][CH:12]([CH2:14][CH:8]([CH2:9]3)[CH2:7]1)[CH2:13]2.[OH-].[Na+].Cl. (2) Given the product [Cl:1][C:2]1[CH:10]=[CH:9][C:5]([C:6]([Cl:21])=[O:7])=[C:4]([O:11][CH3:12])[CH:3]=1, predict the reactants needed to synthesize it. The reactants are: [Cl:1][C:2]1[CH:10]=[CH:9][C:5]([C:6](O)=[O:7])=[C:4]([O:11][CH3:12])[CH:3]=1.CN(C=O)C.C(Cl)(=O)C([Cl:21])=O. (3) Given the product [C:30]([O:29][C:27]([N:8]1[CH2:15][C@H:14]2[C@H:10]([CH2:11][CH:12]([CH3:16])[CH2:13]2)[C@H:9]1[CH2:17][OH:18])=[O:28])([CH3:31])([CH3:32])[CH3:33], predict the reactants needed to synthesize it. The reactants are: C([N:8]1[CH2:15][C@H:14]2[C@H:10]([CH2:11][CH:12]([CH3:16])[CH2:13]2)[C@H:9]1[CH2:17][OH:18])C1C=CC=CC=1.[CH3:31][C:30]([O:29][C:27](O[C:27]([O:29][C:30]([CH3:33])([CH3:32])[CH3:31])=[O:28])=[O:28])([CH3:33])[CH3:32]. (4) Given the product [CH3:1][O:2][C:3]1[CH:4]=[C:5]([CH2:10][CH2:11][NH2:12])[CH:6]=[CH:7][C:8]=1[CH3:9], predict the reactants needed to synthesize it. The reactants are: [CH3:1][O:2][C:3]1[CH:4]=[C:5]([CH2:10][C:11]#[N:12])[CH:6]=[CH:7][C:8]=1[CH3:9].Cl. (5) The reactants are: [NH2:1][C:2]1[CH:10]=[CH:9][C:5]([C:6]([OH:8])=[O:7])=[CH:4][CH:3]=1.O.[OH-].[Na+].[C:14](O[C:14]([O:16][C:17]([CH3:20])([CH3:19])[CH3:18])=[O:15])([O:16][C:17]([CH3:20])([CH3:19])[CH3:18])=[O:15]. Given the product [C:17]([O:16][C:14]([NH:1][C:2]1[CH:10]=[CH:9][C:5]([C:6]([OH:8])=[O:7])=[CH:4][CH:3]=1)=[O:15])([CH3:20])([CH3:19])[CH3:18], predict the reactants needed to synthesize it. (6) The reactants are: [Si]([O:8][CH:9]([C:22]1[O:23][C:24]([C:27]2[CH:32]=[CH:31][CH:30]=[CH:29][C:28]=2[OH:33])=[CH:25][N:26]=1)[CH2:10][CH2:11][CH2:12][CH2:13][CH2:14][CH2:15][C:16]1[CH:21]=[CH:20][CH:19]=[CH:18][CH:17]=1)(C(C)(C)C)(C)C.[Si](OC(C1OC([Sn](CCCC)(CCCC)CCCC)=CN=1)CCCCCCC1C=CC=CC=1)(C(C)(C)C)(C)C.IC1C=CC=CC=1O. Given the product [OH:33][C:28]1[CH:29]=[CH:30][CH:31]=[CH:32][C:27]=1[C:24]1[O:23][C:22]([C:9](=[O:8])[CH2:10][CH2:11][CH2:12][CH2:13][CH2:14][CH2:15][C:16]2[CH:17]=[CH:18][CH:19]=[CH:20][CH:21]=2)=[N:26][CH:25]=1, predict the reactants needed to synthesize it.